Regression. Given a peptide amino acid sequence and an MHC pseudo amino acid sequence, predict their binding affinity value. This is MHC class I binding data. From a dataset of Peptide-MHC class I binding affinity with 185,985 pairs from IEDB/IMGT. (1) The peptide sequence is YMYDFILRF. The MHC is HLA-B58:01 with pseudo-sequence HLA-B58:01. The binding affinity (normalized) is 0.0847. (2) The peptide sequence is EWANFKFRD. The MHC is H-2-Kb with pseudo-sequence H-2-Kb. The binding affinity (normalized) is 0.0896.